Dataset: Forward reaction prediction with 1.9M reactions from USPTO patents (1976-2016). Task: Predict the product of the given reaction. Given the reactants [CH3:1][N:2]([CH3:5])[CH:3]=[O:4].[Br:6][C:7]1[CH:17]=[CH:16]C2NC(=O)[CH2:13][O:14][C:9]=2[CH:8]=1.C(=O)([O-])[O-].[K+].[K+].IC, predict the reaction product. The product is: [Br:6][C:7]1[CH:17]=[CH:16][C:1]2[N:2]([CH3:5])[C:3](=[O:4])[CH2:13][O:14][C:9]=2[CH:8]=1.